This data is from Peptide-MHC class I binding affinity with 185,985 pairs from IEDB/IMGT. The task is: Regression. Given a peptide amino acid sequence and an MHC pseudo amino acid sequence, predict their binding affinity value. This is MHC class I binding data. (1) The peptide sequence is AHSKAETEA. The MHC is HLA-B27:05 with pseudo-sequence HLA-B27:05. The binding affinity (normalized) is 0.0847. (2) The peptide sequence is KTSLSNLLA. The MHC is HLA-B15:17 with pseudo-sequence HLA-B15:17. The binding affinity (normalized) is 0.384. (3) The peptide sequence is RDVLGTFDT. The MHC is HLA-B40:02 with pseudo-sequence HLA-B40:02. The binding affinity (normalized) is 0.386. (4) The MHC is HLA-B40:01 with pseudo-sequence HLA-B40:01. The binding affinity (normalized) is 0.777. The peptide sequence is KEISSMLNIM. (5) The peptide sequence is SLETVKMGA. The MHC is HLA-A02:01 with pseudo-sequence HLA-A02:01. The binding affinity (normalized) is 0.0602. (6) The peptide sequence is AYIAFPTSCHMFI. The MHC is HLA-A31:01 with pseudo-sequence HLA-A31:01. The binding affinity (normalized) is 0.107. (7) The peptide sequence is KYMDNELVY. The MHC is HLA-B35:01 with pseudo-sequence HLA-B35:01. The binding affinity (normalized) is 0.0847. (8) The peptide sequence is YPFHIFYPV. The MHC is HLA-B45:06 with pseudo-sequence HLA-B45:06. The binding affinity (normalized) is 0.218.